Dataset: NCI-60 drug combinations with 297,098 pairs across 59 cell lines. Task: Regression. Given two drug SMILES strings and cell line genomic features, predict the synergy score measuring deviation from expected non-interaction effect. (1) Synergy scores: CSS=-11.9, Synergy_ZIP=5.65, Synergy_Bliss=3.11, Synergy_Loewe=-5.00, Synergy_HSA=-3.99. Drug 1: C1CCC(C1)C(CC#N)N2C=C(C=N2)C3=C4C=CNC4=NC=N3. Drug 2: CN(CCCl)CCCl.Cl. Cell line: MDA-MB-435. (2) Drug 1: CN(CC1=CN=C2C(=N1)C(=NC(=N2)N)N)C3=CC=C(C=C3)C(=O)NC(CCC(=O)O)C(=O)O. Drug 2: C1CN1P(=S)(N2CC2)N3CC3. Cell line: NCI-H460. Synergy scores: CSS=68.3, Synergy_ZIP=-0.383, Synergy_Bliss=-0.278, Synergy_Loewe=-43.9, Synergy_HSA=-4.41. (3) Drug 1: C#CCC(CC1=CN=C2C(=N1)C(=NC(=N2)N)N)C3=CC=C(C=C3)C(=O)NC(CCC(=O)O)C(=O)O. Drug 2: B(C(CC(C)C)NC(=O)C(CC1=CC=CC=C1)NC(=O)C2=NC=CN=C2)(O)O. Cell line: HOP-92. Synergy scores: CSS=45.4, Synergy_ZIP=2.76, Synergy_Bliss=3.78, Synergy_Loewe=-6.96, Synergy_HSA=-4.81. (4) Drug 1: C1C(C(OC1N2C=C(C(=O)NC2=O)F)CO)O. Drug 2: CN(C(=O)NC(C=O)C(C(C(CO)O)O)O)N=O. Cell line: KM12. Synergy scores: CSS=30.8, Synergy_ZIP=2.44, Synergy_Bliss=2.61, Synergy_Loewe=-28.8, Synergy_HSA=2.30. (5) Drug 1: C1=CN(C(=O)N=C1N)C2C(C(C(O2)CO)O)O.Cl. Drug 2: C1C(C(OC1N2C=NC3=C2NC=NCC3O)CO)O. Cell line: OVCAR-8. Synergy scores: CSS=29.7, Synergy_ZIP=-0.519, Synergy_Bliss=-1.69, Synergy_Loewe=-15.6, Synergy_HSA=-2.27. (6) Drug 1: C1CCC(CC1)NC(=O)N(CCCl)N=O. Drug 2: CC1=C(C(CCC1)(C)C)C=CC(=CC=CC(=CC(=O)O)C)C. Cell line: BT-549. Synergy scores: CSS=12.1, Synergy_ZIP=-1.20, Synergy_Bliss=5.61, Synergy_Loewe=0.409, Synergy_HSA=1.42. (7) Drug 1: CC(CN1CC(=O)NC(=O)C1)N2CC(=O)NC(=O)C2. Drug 2: CC1=C2C(C(=O)C3(C(CC4C(C3C(C(C2(C)C)(CC1OC(=O)C(C(C5=CC=CC=C5)NC(=O)C6=CC=CC=C6)O)O)OC(=O)C7=CC=CC=C7)(CO4)OC(=O)C)O)C)OC(=O)C. Cell line: HCT116. Synergy scores: CSS=38.3, Synergy_ZIP=-7.86, Synergy_Bliss=-9.34, Synergy_Loewe=-8.50, Synergy_HSA=-4.75. (8) Drug 1: CCC1(CC2CC(C3=C(CCN(C2)C1)C4=CC=CC=C4N3)(C5=C(C=C6C(=C5)C78CCN9C7C(C=CC9)(C(C(C8N6C=O)(C(=O)OC)O)OC(=O)C)CC)OC)C(=O)OC)O.OS(=O)(=O)O. Drug 2: C(CC(=O)O)C(=O)CN.Cl. Cell line: UACC62. Synergy scores: CSS=1.23, Synergy_ZIP=2.43, Synergy_Bliss=5.62, Synergy_Loewe=3.55, Synergy_HSA=2.07. (9) Drug 1: C1CN1P(=S)(N2CC2)N3CC3. Drug 2: CC(C)(C#N)C1=CC(=CC(=C1)CN2C=NC=N2)C(C)(C)C#N. Cell line: HCC-2998. Synergy scores: CSS=11.3, Synergy_ZIP=6.05, Synergy_Bliss=8.40, Synergy_Loewe=5.94, Synergy_HSA=7.98.